From a dataset of Retrosynthesis with 50K atom-mapped reactions and 10 reaction types from USPTO. Predict the reactants needed to synthesize the given product. (1) Given the product CCCC[Sn](CCCC)(CCCC)c1cc2c3c(c1)CCN3C(=O)CC2, predict the reactants needed to synthesize it. The reactants are: CCCC[Sn](CCCC)(CCCC)[Sn](CCCC)(CCCC)CCCC.O=C1CCc2cc(Br)cc3c2N1CC3. (2) Given the product CC(NC(=O)Cn1cc(-c2ccccc2)n(C2CC2)c1=O)c1ccc2ccccc2c1, predict the reactants needed to synthesize it. The reactants are: CC(N)c1ccc2ccccc2c1.O=C(O)Cn1cc(-c2ccccc2)n(C2CC2)c1=O. (3) The reactants are: CI.Oc1ccc(Cl)nc1. Given the product COc1ccc(Cl)nc1, predict the reactants needed to synthesize it.